From a dataset of Reaction yield outcomes from USPTO patents with 853,638 reactions. Predict the reaction yield, written as a fraction of the theoretical maximum amount of product (1.0 means a 100% yield; for example, 0.34 means a 34% yield). The reactants are ClCCl.[CH3:4][O:5][C:6]1[CH:26]=[CH:25][C:9]([CH2:10][N:11]2[C:19]3[C:14](=[CH:15][C:16](Br)=[CH:17][C:18]=3[C:20]([O:22][CH3:23])=[O:21])[CH:13]=[N:12]2)=[CH:8][CH:7]=1.[CH3:27][C:28]1([CH3:44])[C:32]([CH3:34])([CH3:33])[O:31][B:30]([B:30]2[O:31][C:32]([CH3:34])([CH3:33])[C:28]([CH3:44])([CH3:27])[O:29]2)[O:29]1.C([O-])(=O)C.[K+]. The catalyst is CN(C)C=O.C1C=CC(P(C2C=CC=CC=2)[C-]2C=CC=C2)=CC=1.C1C=CC(P(C2C=CC=CC=2)[C-]2C=CC=C2)=CC=1.Cl[Pd]Cl.[Fe+2]. The product is [CH3:4][O:5][C:6]1[CH:7]=[CH:8][C:9]([CH2:10][N:11]2[CH:19]=[C:14]3[C:13]([C:18]([C:20]([O:22][CH3:23])=[O:21])=[CH:17][C:16]([B:30]4[O:31][C:32]([CH3:34])([CH3:33])[C:28]([CH3:44])([CH3:27])[O:29]4)=[CH:15]3)=[N:12]2)=[CH:25][CH:26]=1. The yield is 0.460.